Task: Predict the reactants needed to synthesize the given product.. Dataset: Full USPTO retrosynthesis dataset with 1.9M reactions from patents (1976-2016) (1) Given the product [CH3:1][C:2]1[CH:3]=[N+:4]([O-:17])[CH:5]=[C:6]([CH3:8])[CH:7]=1, predict the reactants needed to synthesize it. The reactants are: [CH3:1][C:2]1[CH:3]=[N:4][CH:5]=[C:6]([CH3:8])[CH:7]=1.C1C=C(Cl)C=C(C(OO)=[O:17])C=1.CCOC(C)=O. (2) Given the product [C:6]([NH:9][C:10]1[CH:15]=[CH:14][C:13]([S:2]([Cl:1])(=[O:5])=[O:3])=[CH:12][CH:11]=1)(=[O:8])[CH3:7], predict the reactants needed to synthesize it. The reactants are: [Cl:1][S:2]([OH:5])(=O)=[O:3].[C:6]([NH:9][C:10]1[CH:15]=[CH:14][CH:13]=[CH:12][CH:11]=1)(=[O:8])[CH3:7]. (3) The reactants are: Br[C:2]1[CH:11]=[C:10]2[C:5]([C:6]([N:12]3[CH2:17][CH2:16][N:15]([C:18]([O:20][C:21]([CH3:24])([CH3:23])[CH3:22])=[O:19])[CH2:14][CH2:13]3)=[N:7][CH:8]=[N:9]2)=[CH:4][C:3]=1[Cl:25].[B:26]1(B2OC(C)(C)C(C)(C)O2)[O:30]C(C)(C)C(C)(C)[O:27]1.C([O-])(=O)C.[K+]. Given the product [C:21]([O:20][C:18]([N:15]1[CH2:16][CH2:17][N:12]([C:6]2[C:5]3[C:10](=[CH:11][C:2]([B:26]([OH:30])[OH:27])=[C:3]([Cl:25])[CH:4]=3)[N:9]=[CH:8][N:7]=2)[CH2:13][CH2:14]1)=[O:19])([CH3:24])([CH3:23])[CH3:22], predict the reactants needed to synthesize it. (4) Given the product [N:40]12[CH2:45][CH2:44][CH:43]([CH2:42][CH2:41]1)[CH:38]([NH:37][C:17]([C:16]1[C:10]3[O:9][C:8]([C:5]4[CH:4]=[CH:3][C:2]([F:1])=[CH:7][CH:6]=4)=[N:12][C:11]=3[CH:13]=[CH:14][CH:15]=1)=[O:19])[CH2:39]2, predict the reactants needed to synthesize it. The reactants are: [F:1][C:2]1[CH:7]=[CH:6][C:5]([C:8]2[O:9][C:10]3[C:16]([C:17]([OH:19])=O)=[CH:15][CH:14]=[CH:13][C:11]=3[N:12]=2)=[CH:4][CH:3]=1.C1CCC(N=C=NC2CCCCC2)CC1.Cl.Cl.[NH2:37][CH:38]1[CH:43]2[CH2:44][CH2:45][N:40]([CH2:41][CH2:42]2)[CH2:39]1.C(N(CC)CC)C.